This data is from Full USPTO retrosynthesis dataset with 1.9M reactions from patents (1976-2016). The task is: Predict the reactants needed to synthesize the given product. (1) The reactants are: [F:1][C:2]([F:29])([F:28])[C:3]1[CH:4]=[C:5]([NH:13][C:14]([N:16]2[CH2:21][CH2:20][N:19]([C:22]3[C:26](Cl)=[N:25][S:24][N:23]=3)[CH2:18][CH2:17]2)=[O:15])[CH:6]=[C:7]([C:9]([F:12])([F:11])[F:10])[CH:8]=1.[NH:30]1[CH2:35][CH2:34][CH:33]([CH2:36][OH:37])[CH2:32][CH2:31]1.CC(C)([O-])C.[K+]. Given the product [F:1][C:2]([F:29])([F:28])[C:3]1[CH:4]=[C:5]([NH:13][C:14]([N:16]2[CH2:21][CH2:20][N:19]([C:22]3[C:26]([O:37][CH2:36][CH:33]4[CH2:34][CH2:35][NH:30][CH2:31][CH2:32]4)=[N:25][S:24][N:23]=3)[CH2:18][CH2:17]2)=[O:15])[CH:6]=[C:7]([C:9]([F:12])([F:11])[F:10])[CH:8]=1, predict the reactants needed to synthesize it. (2) Given the product [C:18]([C:22]1[CH:23]=[CH:24][C:25]([CH2:26][NH:27][C:3]([NH:5][C:6]2[CH:14]=[CH:13][C:12]([CH3:15])=[C:11]3[C:7]=2[CH:8]=[N:9][NH:10]3)=[O:4])=[CH:28][CH:29]=1)([CH3:21])([CH3:19])[CH3:20], predict the reactants needed to synthesize it. The reactants are: ClC(Cl)(Cl)[C:3]([NH:5][C:6]1[CH:14]=[CH:13][C:12]([CH3:15])=[C:11]2[C:7]=1[CH:8]=[N:9][NH:10]2)=[O:4].[C:18]([C:22]1[CH:29]=[CH:28][C:25]([CH2:26][NH2:27])=[CH:24][CH:23]=1)([CH3:21])([CH3:20])[CH3:19].N12CCCN=C1CCCCC2. (3) Given the product [Cl:13][C:5]1[C:4]([Cl:3])=[CH:9][N:8]=[C:7]2[N:10]([S:20]([C:17]3[CH:18]=[CH:19][C:14]([CH3:24])=[CH:15][CH:16]=3)(=[O:22])=[O:21])[CH:11]=[CH:12][C:6]=12, predict the reactants needed to synthesize it. The reactants are: [H-].[Na+].[Cl:3][C:4]1[C:5]([Cl:13])=[C:6]2[CH:12]=[CH:11][NH:10][C:7]2=[N:8][CH:9]=1.[C:14]1([CH3:24])[CH:19]=[CH:18][C:17]([S:20](Cl)(=[O:22])=[O:21])=[CH:16][CH:15]=1.O. (4) Given the product [CH3:7][C:4]1[N:3]([C:8]2[C:9]([C:21]([OH:23])=[O:22])=[N:10][C:11]([O:18][CH2:19][CH3:20])=[C:12]([C:14]([F:15])([F:16])[F:17])[CH:13]=2)[C:2]([CH3:1])=[CH:6][CH:5]=1, predict the reactants needed to synthesize it. The reactants are: [CH3:1][C:2]1[N:3]([C:8]2[C:9]([C:21]([O:23]C)=[O:22])=[N:10][C:11]([O:18][CH2:19][CH3:20])=[C:12]([C:14]([F:17])([F:16])[F:15])[CH:13]=2)[C:4]([CH3:7])=[CH:5][CH:6]=1.[OH-].[Na+].